Dataset: Full USPTO retrosynthesis dataset with 1.9M reactions from patents (1976-2016). Task: Predict the reactants needed to synthesize the given product. (1) Given the product [CH2:4]([NH:3][C:2]1[CH:7]=[C:6]([N:8]2[CH2:13][CH2:12][O:11][CH2:10][CH2:9]2)[N:5]=[C:4]([C:14]2[CH:15]=[C:16]([OH:20])[CH:17]=[CH:18][CH:19]=2)[N:3]=1)[C:14]1[CH:15]=[CH:16][CH:17]=[CH:18][CH:19]=1, predict the reactants needed to synthesize it. The reactants are: Cl[C:2]1[CH:7]=[C:6]([N:8]2[CH2:13][CH2:12][O:11][CH2:10][CH2:9]2)[N:5]=[C:4]([C:14]2[CH:15]=[C:16]([OH:20])[CH:17]=[CH:18][CH:19]=2)[N:3]=1. (2) Given the product [CH3:14][C:12]1[N:11]=[CH:10][N:9]([C:8]2[CH:7]=[CH:6][C:5]([NH:15][C:16]3[S:17][C:28]4[CH2:29][CH2:30][CH2:31][CH:26]([C:22]5[CH:23]=[CH:24][CH:25]=[CH:20][CH:21]=5)[C:27]=4[N:18]=3)=[CH:4][C:3]=2[C:1]#[N:2])[CH:13]=1, predict the reactants needed to synthesize it. The reactants are: [C:1]([C:3]1[CH:4]=[C:5]([NH:15][C:16]([NH2:18])=[S:17])[CH:6]=[CH:7][C:8]=1[N:9]1[CH:13]=[C:12]([CH3:14])[N:11]=[CH:10]1)#[N:2].Br[CH:20]1[CH2:25][CH2:24][CH2:23][CH:22]([C:26]2[CH:31]=[CH:30][CH:29]=[CH:28][CH:27]=2)[C:21]1=O. (3) The reactants are: [NH:1]([C:14]([O:16]C(C)(C)C)=[O:15])[C@@H:2]([C:11]([OH:13])=O)[CH2:3][C:4]1[CH:9]=[CH:8][C:7]([Cl:10])=[CH:6][CH:5]=1.[NH:21]1[CH2:26][CH2:25][NH:24][CH2:23][CH2:22]1.C1C=CC2N(O)N=NC=2C=1.CCN=C=NCCCN(C)C. Given the product [Cl:10][C:7]1[CH:6]=[CH:5][C:4]([CH2:3][CH:2]([NH:1][C:14](=[O:15])[OH:16])[C:11](=[O:13])[N:21]2[CH2:26][CH2:25][NH:24][CH2:23][CH2:22]2)=[CH:9][CH:8]=1, predict the reactants needed to synthesize it. (4) Given the product [N:1]1[CH:6]=[CH:5][CH:4]=[CH:3][C:2]=1[S:7]([NH:10][C:11](=[O:37])[O:12][CH2:13][CH2:14][C:15]1[CH:16]=[CH:17][C:18]([N:21]2[C:25]3[CH:26]=[C:27]([Cl:34])[C:28]([C:30]([F:31])([F:33])[F:32])=[CH:29][C:24]=3[N:23]=[C:22]2[CH2:35][CH3:36])=[CH:19][CH:20]=1)(=[O:9])=[O:8], predict the reactants needed to synthesize it. The reactants are: [N:1]1[CH:6]=[CH:5][CH:4]=[CH:3][C:2]=1[S:7]([NH2:10])(=[O:9])=[O:8].[C:11](=O)([O:37]C1C=CC=CC=1)[O:12][CH2:13][CH2:14][C:15]1[CH:20]=[CH:19][C:18]([N:21]2[C:25]3[CH:26]=[C:27]([Cl:34])[C:28]([C:30]([F:33])([F:32])[F:31])=[CH:29][C:24]=3[N:23]=[C:22]2[CH2:35][CH3:36])=[CH:17][CH:16]=1. (5) Given the product [CH:1]1([C@H:5]([NH:7][C:8]2[N:16]=[C:15]([C:17]3[NH:20][C:37](=[O:38])[O:19][N:18]=3)[N:14]=[C:13]3[C:9]=2[N:10]([CH2:29][C@H:30]2[CH2:35][CH2:34][C@H:33]([CH3:36])[CH2:32][CH2:31]2)[C:11]([C:21]([C:23]2[CH:28]=[CH:27][CH:26]=[CH:25][CH:24]=2)=[O:22])=[N:12]3)[CH3:6])[CH2:2][CH2:3][CH2:4]1, predict the reactants needed to synthesize it. The reactants are: [CH:1]1([C@H:5]([NH:7][C:8]2[N:16]=[C:15]([C:17](=[NH:20])[NH:18][OH:19])[N:14]=[C:13]3[C:9]=2[N:10]([CH2:29][C@H:30]2[CH2:35][CH2:34][C@H:33]([CH3:36])[CH2:32][CH2:31]2)[C:11]([C:21]([C:23]2[CH:28]=[CH:27][CH:26]=[CH:25][CH:24]=2)=[O:22])=[N:12]3)[CH3:6])[CH2:4][CH2:3][CH2:2]1.[C:37](N1C=CN=C1)(N1C=CN=C1)=[O:38].N12CCCN=C1CCCCC2. (6) Given the product [C:30]([C:34]1[CH:35]=[CH:36][C:37]([S:40][C:2]2[CH:7]=[CH:6][C:5]([NH:8][C:9](=[O:20])[C:10]3[CH:15]=[CH:14][CH:13]=[C:12]([C:16]([F:19])([F:18])[F:17])[CH:11]=3)=[CH:4][C:3]=2[N+:21]([O-:23])=[O:22])=[CH:38][CH:39]=1)([CH3:33])([CH3:31])[CH3:32], predict the reactants needed to synthesize it. The reactants are: F[C:2]1[CH:7]=[CH:6][C:5]([NH:8][C:9](=[O:20])[C:10]2[CH:15]=[CH:14][CH:13]=[C:12]([C:16]([F:19])([F:18])[F:17])[CH:11]=2)=[CH:4][C:3]=1[N+:21]([O-:23])=[O:22].C([O-])([O-])=O.[K+].[K+].[C:30]([C:34]1[CH:39]=[CH:38][C:37]([SH:40])=[CH:36][CH:35]=1)([CH3:33])([CH3:32])[CH3:31]. (7) The reactants are: [NH2:1][C:2]1[N:7]=[C:6]([S:8][CH2:9][C:10]2[CH:15]=[CH:14][CH:13]=[CH:12]C=2)[N:5]=[C:4]([C:16]2C(Cl)=[CH:18][C:19]([Cl:23])=[C:20]([OH:22])[CH:21]=2)[N:3]=1.Cl[CH2:26][Cl:27].ClC1C=CC=C(C(OO)=[O:36])C=1. Given the product [NH2:1][C:2]1[N:7]=[C:6]([S:8][C:9]2[CH:10]=[CH:15][CH:14]=[C:13]([OH:36])[CH:12]=2)[N:5]=[C:4]([C:16]2[C:26]([Cl:27])=[CH:18][C:19]([Cl:23])=[C:20]([OH:22])[CH:21]=2)[N:3]=1, predict the reactants needed to synthesize it.